This data is from Forward reaction prediction with 1.9M reactions from USPTO patents (1976-2016). The task is: Predict the product of the given reaction. (1) Given the reactants [CH:1]([N:4]1[C:8]([CH2:9][CH2:10][C:11]2[C:15]3[CH:16]=[C:17]([CH3:21])[C:18]([OH:20])=[CH:19][C:14]=3[O:13][N:12]=2)=[CH:7][C:6]([C:22]2[CH:27]=[CH:26][C:25]([C:28]([F:31])([F:30])[F:29])=[CH:24][CH:23]=2)=[N:5]1)([CH3:3])[CH3:2].C(=O)([O-])[O-].[K+].[K+].Br[CH2:39][C:40]([O:42][CH2:43][CH3:44])=[O:41].[Cl-].[NH4+], predict the reaction product. The product is: [CH:1]([N:4]1[C:8]([CH2:9][CH2:10][C:11]2[C:15]3[CH:16]=[C:17]([CH3:21])[C:18]([O:20][CH2:39][C:40]([O:42][CH2:43][CH3:44])=[O:41])=[CH:19][C:14]=3[O:13][N:12]=2)=[CH:7][C:6]([C:22]2[CH:23]=[CH:24][C:25]([C:28]([F:31])([F:30])[F:29])=[CH:26][CH:27]=2)=[N:5]1)([CH3:3])[CH3:2]. (2) Given the reactants C(OC([N:8]1[CH2:16][CH:15]2[CH:10]([C:11](=[O:28])[N:12]([C:17]3[CH:22]=[CH:21][C:20]([O:23][C:24]([F:27])([F:26])[F:25])=[CH:19][CH:18]=3)[CH2:13][CH2:14]2)[CH2:9]1)=O)(C)(C)C.[ClH:29], predict the reaction product. The product is: [ClH:29].[F:27][C:24]([F:25])([F:26])[O:23][C:20]1[CH:21]=[CH:22][C:17]([N:12]2[CH2:13][CH2:14][CH:15]3[CH2:16][NH:8][CH2:9][CH:10]3[C:11]2=[O:28])=[CH:18][CH:19]=1. (3) The product is: [CH3:16][O:1][CH2:2][C@H:3]([NH:5][C:6](=[O:15])[O:7][CH2:8][C:9]1[CH:14]=[CH:13][CH:12]=[CH:11][CH:10]=1)[CH3:4]. Given the reactants [OH:1][CH2:2][C@H:3]([NH:5][C:6](=[O:15])[O:7][CH2:8][C:9]1[CH:14]=[CH:13][CH:12]=[CH:11][CH:10]=1)[CH3:4].[CH3:16]I, predict the reaction product. (4) Given the reactants Cl.[OH:2][C@@H:3]1[CH2:7][CH2:6][NH:5][CH2:4]1.I.CS[C:11](=[NH:19])[NH:12][C:13]1[CH:18]=[CH:17][CH:16]=[CH:15][CH:14]=1.C(N(CC)CC)C, predict the reaction product. The product is: [OH:2][C@@H:3]1[CH2:7][CH2:6][N:5]([C:11](=[NH:19])[NH:12][C:13]2[CH:18]=[CH:17][CH:16]=[CH:15][CH:14]=2)[CH2:4]1. (5) Given the reactants [Cl:1][C:2]1[CH:7]=[C:6]([Cl:8])[CH:5]=[CH:4][C:3]=1[CH:9]([C:14]1[C:22]2[C:17](=[C:18]([CH2:24][S:25][CH3:26])[CH:19]=[C:20]([F:23])[CH:21]=2)[NH:16][CH:15]=1)[CH2:10][CH2:11][C:12]#[N:13].ClC1C=CC=C(C(OO)=[O:35])C=1, predict the reaction product. The product is: [Cl:1][C:2]1[CH:7]=[C:6]([Cl:8])[CH:5]=[CH:4][C:3]=1[CH:9]([C:14]1[C:22]2[C:17](=[C:18]([CH2:24][S:25]([CH3:26])=[O:35])[CH:19]=[C:20]([F:23])[CH:21]=2)[NH:16][CH:15]=1)[CH2:10][CH2:11][C:12]#[N:13]. (6) Given the reactants [CH2:1]([O:8][C:9]1[CH:18]=[CH:17][C:16]([NH2:19])=[C:15]2[C:10]=1[CH:11]=[CH:12][CH:13]=[N:14]2)[C:2]1[CH:7]=[CH:6][CH:5]=[CH:4][CH:3]=1.[N+:20]([C:23]1[CH:28]=[CH:27][CH:26]=[CH:25][C:24]=1[S:29](Cl)(=[O:31])=[O:30])([O-:22])=[O:21], predict the reaction product. The product is: [CH2:1]([O:8][C:9]1[CH:18]=[CH:17][C:16]([NH:19][S:29]([C:24]2[CH:25]=[CH:26][CH:27]=[CH:28][C:23]=2[N+:20]([O-:22])=[O:21])(=[O:30])=[O:31])=[C:15]2[C:10]=1[CH:11]=[CH:12][CH:13]=[N:14]2)[C:2]1[CH:3]=[CH:4][CH:5]=[CH:6][CH:7]=1. (7) Given the reactants [F:1][C:2]1([F:36])[O:6][C:5]2[CH:7]=[CH:8][C:9]([C:11]3([C:14]([NH:16][CH:17]4[C:33]5[C:28](=[CH:29][C:30]([O:34][CH3:35])=[CH:31][CH:32]=5)[O:27][C:19]5([CH2:22][CH:21]([C:23]([O:25]C)=[O:24])[CH2:20]5)[CH2:18]4)=[O:15])[CH2:13][CH2:12]3)=[CH:10][C:4]=2[O:3]1.[OH-].[Li+], predict the reaction product. The product is: [F:36][C:2]1([F:1])[O:6][C:5]2[CH:7]=[CH:8][C:9]([C:11]3([C:14]([NH:16][CH:17]4[C:33]5[C:28](=[CH:29][C:30]([O:34][CH3:35])=[CH:31][CH:32]=5)[O:27][C:19]5([CH2:22][CH:21]([C:23]([OH:25])=[O:24])[CH2:20]5)[CH2:18]4)=[O:15])[CH2:13][CH2:12]3)=[CH:10][C:4]=2[O:3]1.